From a dataset of Reaction yield outcomes from USPTO patents with 853,638 reactions. Predict the reaction yield, written as a fraction of the theoretical maximum amount of product (1.0 means a 100% yield; for example, 0.34 means a 34% yield). (1) The reactants are [CH3:1][O:2][C:3]1[CH:4]=[C:5]([CH2:19][C:20]([O:22]C(C)(C)C)=[O:21])[CH:6]=[CH:7][C:8]=1[NH:9][C:10]([NH:12][C:13]1[CH:18]=[CH:17][CH:16]=[CH:15][CH:14]=1)=[O:11]. The catalyst is FC(F)(F)C(O)=O. The product is [CH3:1][O:2][C:3]1[CH:4]=[C:5]([CH2:19][C:20]([OH:22])=[O:21])[CH:6]=[CH:7][C:8]=1[NH:9][C:10]([NH:12][C:13]1[CH:18]=[CH:17][CH:16]=[CH:15][CH:14]=1)=[O:11]. The yield is 0.990. (2) The catalyst is CO. The yield is 0.960. The product is [NH2:24][CH2:23][CH:21]([OH:22])[CH2:20][O:19][C:6]1[C:5]([CH:1]2[CH2:2][CH2:3][CH2:4]2)=[CH:10][CH:9]=[C:8]([C:11]2[CH:16]=[N:15][C:14]([NH2:17])=[CH:13][N:12]=2)[C:7]=1[F:18]. The reactants are [CH:1]1([C:5]2[CH:10]=[CH:9][C:8]([C:11]3[N:12]=[CH:13][C:14]([NH2:17])=[N:15][CH:16]=3)=[C:7]([F:18])[C:6]=2[O:19][CH2:20][CH:21]2[CH2:23][O:22]2)[CH2:4][CH2:3][CH2:2]1.[NH3:24]. (3) The reactants are CC1C=CC(S(O[CH2:12][C@@H:13]2[CH2:18][CH2:17][CH2:16][CH2:15][O:14]2)(=O)=O)=CC=1.[C:19]([O-:22])(=[S:21])[CH3:20].[K+]. The catalyst is CN(C=O)C.C(OCC)(=O)C. The product is [O:14]1[CH2:15][CH2:16][CH2:17][CH2:18][C@H:13]1[CH2:12][S:21][C:19](=[O:22])[CH3:20]. The yield is 0.930. (4) The reactants are [CH3:1][N:2]1[CH2:7][CH2:6][N:5]([C:8]2[CH:9]=[CH:10][C:11]([N+:15]([O-])=O)=[C:12]([CH:14]=2)[NH2:13])[CH2:4][CH2:3]1.Cl.C(O[C:22](=N)[CH2:23][C:24]([O:26][CH2:27][CH3:28])=[O:25])C.Cl.[OH-].[Na+]. No catalyst specified. The product is [CH2:27]([O:26][C:24](=[O:25])[CH2:23][C:22]1[NH:13][C:12]2[CH:14]=[C:8]([N:5]3[CH2:6][CH2:7][N:2]([CH3:1])[CH2:3][CH2:4]3)[CH:9]=[CH:10][C:11]=2[N:15]=1)[CH3:28]. The yield is 0.741. (5) The reactants are [N:1]1([C:11]2[C:20]3[C:15](=[CH:16][CH:17]=[C:18]([C:21]4[CH:22]=[C:23]5[CH:29]=[CH:28][N:27]([Si](C(C)C)(C(C)C)C(C)C)[C:24]5=[N:25][CH:26]=4)[CH:19]=3)[N:14]=[CH:13][N:12]=2)[C:10]2[C:5](=[CH:6][CH:7]=[CH:8][CH:9]=2)[CH2:4][CH2:3][CH2:2]1.[F-].[Cs+]. The catalyst is C(#N)C.ClCCl. The product is [N:1]1([C:11]2[C:20]3[C:15](=[CH:16][CH:17]=[C:18]([C:21]4[CH:22]=[C:23]5[CH:29]=[CH:28][NH:27][C:24]5=[N:25][CH:26]=4)[CH:19]=3)[N:14]=[CH:13][N:12]=2)[C:10]2[C:5](=[CH:6][CH:7]=[CH:8][CH:9]=2)[CH2:4][CH2:3][CH2:2]1. The yield is 0.130. (6) The reactants are [CH2:1]([Sn:9](=[O:18])[CH2:10][CH2:11][CH2:12][CH2:13][CH2:14][CH2:15][CH2:16][CH3:17])[CH2:2][CH2:3][CH2:4][CH2:5][CH2:6][CH2:7][CH3:8].[CH3:19][CH:20]([CH3:24])[CH2:21][CH2:22][OH:23]. No catalyst specified. The product is [CH2:1]([Sn:9]([CH2:10][CH2:11][CH2:12][CH2:13][CH2:14][CH2:15][CH2:16][CH3:17])([O:23][CH2:22][CH2:21][CH:20]([CH3:24])[CH3:19])[O:18][Sn:9]([CH2:10][CH2:11][CH2:12][CH2:13][CH2:14][CH2:15][CH2:16][CH3:17])([CH2:1][CH2:2][CH2:3][CH2:4][CH2:5][CH2:6][CH2:7][CH3:8])[O:23][CH2:22][CH2:21][CH:20]([CH3:24])[CH3:19])[CH2:2][CH2:3][CH2:4][CH2:5][CH2:6][CH2:7][CH3:8]. The yield is 0.990. (7) The reactants are [NH:1]1[C:5](B(O)O)=[CH:4][CH:3]=[N:2]1.Cl[C:10]1[CH:15]=[CH:14][C:13]([C:16]2[S:20][C:19]([N:21]([CH3:32])[CH:22]3[CH2:27][C:26]([CH3:29])([CH3:28])[NH:25][C:24]([CH3:31])([CH3:30])[CH2:23]3)=[N:18][N:17]=2)=[C:12]([O:33][CH3:34])[CH:11]=1.C([O-])([O-])=O.[Na+].[Na+]. The catalyst is O1CCOCC1.O.C1C=CC([P]([Pd]([P](C2C=CC=CC=2)(C2C=CC=CC=2)C2C=CC=CC=2)([P](C2C=CC=CC=2)(C2C=CC=CC=2)C2C=CC=CC=2)[P](C2C=CC=CC=2)(C2C=CC=CC=2)C2C=CC=CC=2)(C2C=CC=CC=2)C2C=CC=CC=2)=CC=1. The product is [CH3:34][O:33][C:12]1[CH:11]=[C:10]([C:5]2[NH:1][N:2]=[CH:3][CH:4]=2)[CH:15]=[CH:14][C:13]=1[C:16]1[S:20][C:19]([N:21]([CH3:32])[CH:22]2[CH2:27][C:26]([CH3:28])([CH3:29])[NH:25][C:24]([CH3:31])([CH3:30])[CH2:23]2)=[N:18][N:17]=1. The yield is 0.230. (8) The reactants are O=C[C:3]([O:5][CH2:6][CH3:7])=O.COC1C=C(N)C(N)=CC=1.CO[C:20]1[CH:21]=[C:22]2[C:27](=CC=1)[NH:26][C:25](=[O:30])[CH:24]=[N:23]2. The catalyst is C1(C)C=CC=CC=1.C(O)C. The product is [CH3:3][O:5][C:6]1[CH:7]=[C:27]2[C:22]([N:23]=[CH:24][C:25](=[O:30])[NH:26]2)=[CH:21][CH:20]=1. The yield is 0.420. (9) The product is [NH2:32][C:10]([C@@H:9]1[CH2:13][CH2:14][C@H:15]([C:16]2[CH:21]=[CH:20][C:19]([O:22][CH2:23][C:24]3[CH:29]=[CH:28][CH:27]=[CH:26][CH:25]=3)=[CH:18][CH:17]=2)[N:8]1[C:6]([O:5][C:2]([CH3:4])([CH3:3])[CH3:1])=[O:7])=[O:11]. The reactants are [CH3:1][C:2]([O:5][C:6]([N:8]1[C@@H:15]([C:16]2[CH:21]=[CH:20][C:19]([O:22][CH2:23][C:24]3[CH:29]=[CH:28][CH:27]=[CH:26][CH:25]=3)=[CH:18][CH:17]=2)[CH2:14][CH2:13][C@H:9]1[C:10](O)=[O:11])=[O:7])([CH3:4])[CH3:3].CC[N:32](C(C)C)C(C)C.CN(C(ON1N=NC2C=CC=CC1=2)=[N+](C)C)C.[B-](F)(F)(F)F.C[Si](C)(C)N[Si](C)(C)C.C([O-])(O)=O.[Na+]. The catalyst is CN(C=O)C.O. The yield is 0.870.